This data is from Forward reaction prediction with 1.9M reactions from USPTO patents (1976-2016). The task is: Predict the product of the given reaction. (1) Given the reactants C(O)CC.Cl.[CH2:6]([O:8][NH2:9])[CH3:7].[CH3:10][N:11]1[C:15]([C:16]([C:18]2[CH:23]=[CH:22][CH:21]=[CH:20][C:19]=2[CH2:24][O:25][C:26]2[CH:31]=[C:30]([CH3:32])[CH:29]=[CH:28][C:27]=2[CH3:33])=O)=[CH:14][CH:13]=[N:12]1, predict the reaction product. The product is: [CH2:6]([O:8][N:9]=[C:16]([C:15]1[N:11]([CH3:10])[N:12]=[CH:13][CH:14]=1)[C:18]1[CH:23]=[CH:22][CH:21]=[CH:20][C:19]=1[CH2:24][O:25][C:26]1[CH:31]=[C:30]([CH3:32])[CH:29]=[CH:28][C:27]=1[CH3:33])[CH3:7]. (2) Given the reactants Br[C:2]1[CH:7]=[CH:6][C:5]([C@@H:8]([N:10]2[CH2:15][CH2:14][C@:13]([CH2:22][CH2:23][CH2:24][OH:25])([C:16]3[CH:21]=[CH:20][CH:19]=[CH:18][CH:17]=3)[O:12][C:11]2=[O:26])[CH3:9])=[CH:4][CH:3]=1.Br[C:28]1[CH:33]=[CH:32][C:31]([F:34])=[CH:30][N:29]=1, predict the reaction product. The product is: [F:34][C:31]1[CH:32]=[CH:33][C:28]([C:2]2[CH:3]=[CH:4][C:5]([C@@H:8]([N:10]3[CH2:15][CH2:14][C@:13]([CH2:22][CH2:23][CH2:24][OH:25])([C:16]4[CH:17]=[CH:18][CH:19]=[CH:20][CH:21]=4)[O:12][C:11]3=[O:26])[CH3:9])=[CH:6][CH:7]=2)=[N:29][CH:30]=1.